From a dataset of Catalyst prediction with 721,799 reactions and 888 catalyst types from USPTO. Predict which catalyst facilitates the given reaction. (1) Reactant: [CH3:1][C:2]1[N:7]=[C:6]([NH2:8])[CH:5]=[CH:4][N:3]=1.Br[C:10]1[C:11](=[O:18])[N:12]([CH3:17])[N:13]=[C:14]([Cl:16])[CH:15]=1.CC1(C)C2C(=C(P(C3C=CC=CC=3)C3C=CC=CC=3)C=CC=2)OC2C(P(C3C=CC=CC=3)C3C=CC=CC=3)=CC=CC1=2.C([O-])([O-])=O.[Cs+].[Cs+]. Product: [Cl:16][C:14]1[CH:15]=[C:10]([NH:8][C:6]2[CH:5]=[CH:4][N:3]=[C:2]([CH3:1])[N:7]=2)[C:11](=[O:18])[N:12]([CH3:17])[N:13]=1. The catalyst class is: 102. (2) Reactant: [CH3:1][C:2](=[CH2:4])[CH3:3].C(=O)=O.CC(C)=O.[Br:12][C:13]1[CH:14]=[C:15]([OH:19])[CH:16]=[CH:17][CH:18]=1.FC(F)(F)S(O)(=O)=O.C(N(CC)CC)C. Product: [Br:12][C:13]1[CH:14]=[C:15]([O:19][C:2]([CH3:3])([CH3:1])[CH3:4])[CH:16]=[CH:17][CH:18]=1. The catalyst class is: 4.